Dataset: Orexin1 receptor HTS with 218,158 compounds and 233 confirmed actives. Task: Binary Classification. Given a drug SMILES string, predict its activity (active/inactive) in a high-throughput screening assay against a specified biological target. The drug is FC(F)(F)c1cc(NC(=O)c2cc(Nc3ncnc4nc[nH]c34)c(cc2)C)ccc1. The result is 0 (inactive).